This data is from Full USPTO retrosynthesis dataset with 1.9M reactions from patents (1976-2016). The task is: Predict the reactants needed to synthesize the given product. (1) The reactants are: Br[CH2:2][C:3]1[C:4]([C:21]2[CH:26]=[CH:25][CH:24]=[C:23]([C:27]([F:30])([F:29])[F:28])[CH:22]=2)=[N:5][C:6]2[C:11]([C:12]=1[C:13]([O:15][CH3:16])=[O:14])=[CH:10][C:9]([S:17]([CH3:20])(=[O:19])=[O:18])=[CH:8][CH:7]=2.[N:31]1([CH:36]2[CH2:41][CH2:40][NH:39][CH2:38][CH2:37]2)[CH2:35][CH2:34][CH2:33][CH2:32]1. Given the product [CH3:20][S:17]([C:9]1[CH:10]=[C:11]2[C:6](=[CH:7][CH:8]=1)[N:5]=[C:4]([C:21]1[CH:26]=[CH:25][CH:24]=[C:23]([C:27]([F:30])([F:28])[F:29])[CH:22]=1)[C:3]([CH2:2][N:39]1[CH2:40][CH2:41][CH:36]([N:31]3[CH2:35][CH2:34][CH2:33][CH2:32]3)[CH2:37][CH2:38]1)=[C:12]2[C:13]([O:15][CH3:16])=[O:14])(=[O:18])=[O:19], predict the reactants needed to synthesize it. (2) Given the product [Cl:26][C:22]1[CH:21]=[C:20]([S:17]([N:14]2[CH2:13][CH2:12][C:11]([NH:10][C:7]([CH:1]3[CH2:6][CH2:5][CH2:4][CH2:3][CH2:2]3)=[O:8])([C:27]#[N:28])[CH2:16][CH2:15]2)(=[O:18])=[O:19])[CH:25]=[CH:24][CH:23]=1, predict the reactants needed to synthesize it. The reactants are: [CH:1]1([C:7](Cl)=[O:8])[CH2:6][CH2:5][CH2:4][CH2:3][CH2:2]1.[NH2:10][C:11]1([C:27]#[N:28])[CH2:16][CH2:15][N:14]([S:17]([C:20]2[CH:25]=[CH:24][CH:23]=[C:22]([Cl:26])[CH:21]=2)(=[O:19])=[O:18])[CH2:13][CH2:12]1.C(=O)([O-])[O-].[Na+].[Na+]. (3) Given the product [CH3:22][O:21][C:16]1[CH:15]=[C:14]([O:23][CH3:24])[CH:13]=[C:12]2[C:17]=1[C:18](=[O:20])[NH:19][C:10]([C:3]1[CH:4]=[CH:5][C:6]([O:8][CH3:9])=[CH:7][C:2]=1[S:32][CH:29]1[CH2:30][CH2:31][N:26]([CH3:25])[CH2:27][CH2:28]1)=[N:11]2, predict the reactants needed to synthesize it. The reactants are: F[C:2]1[CH:7]=[C:6]([O:8][CH3:9])[CH:5]=[CH:4][C:3]=1[C:10]1[NH:19][C:18](=[O:20])[C:17]2[C:12](=[CH:13][C:14]([O:23][CH3:24])=[CH:15][C:16]=2[O:21][CH3:22])[N:11]=1.[CH3:25][N:26]1[CH2:31][CH2:30][CH:29]([SH:32])[CH2:28][CH2:27]1.C([O-])([O-])=O.[K+].[K+].CS(C)=O. (4) Given the product [F:9][C:10]([F:15])([F:14])[CH2:11][CH2:12][S:13][CH2:2][CH2:3][C:4]([OH:6])=[O:5], predict the reactants needed to synthesize it. The reactants are: Br[CH2:2][CH2:3][C:4]([OH:6])=[O:5].[OH-].[K+].[F:9][C:10]([F:15])([F:14])[CH2:11][CH2:12][SH:13].Cl. (5) Given the product [Br:8][C:9]1[CH:10]=[C:11]([NH:24][C:28](=[O:37])[O:51][C:47]([CH3:50])([CH3:49])[CH3:48])[C:12]2[O:16][CH2:15][CH2:14][C:13]=2[CH:17]=1, predict the reactants needed to synthesize it. The reactants are: C1(C)C=CC=CC=1.[Br:8][C:9]1[CH:10]=[C:11](C(O)=O)[C:12]2[O:16][CH2:15][CH2:14][C:13]=2[CH:17]=1.C([N:24]([CH2:28]C)C(C)C)(C)C.C1(P(N=[N+]=[N-])(C2C=CC=CC=2)=[O:37])C=CC=CC=1.[C:47]([OH:51])([CH3:50])([CH3:49])[CH3:48]. (6) Given the product [C:34]([C:33]1[CH:32]=[C:31]([N:17]2[C:15]3[N:16]=[C:11]([NH:10][C:6]4[CH:5]=[C:4]([CH2:3][CH2:2][O:1][S:47]([CH3:46])(=[O:49])=[O:48])[CH:9]=[CH:8][CH:7]=4)[N:12]=[CH:13][C:14]=3[CH:20]([CH3:21])[N:19]([C:22]3[CH:27]=[CH:26][C:25]([O:28][CH3:29])=[CH:24][CH:23]=3)[C:18]2=[O:30])[CH:38]=[CH:37][CH:36]=1)#[N:35], predict the reactants needed to synthesize it. The reactants are: [OH:1][CH2:2][CH2:3][C:4]1[CH:5]=[C:6]([NH:10][C:11]2[N:16]=[C:15]3[N:17]([C:31]4[CH:32]=[C:33]([CH:36]=[CH:37][CH:38]=4)[C:34]#[N:35])[C:18](=[O:30])[N:19]([C:22]4[CH:27]=[CH:26][C:25]([O:28][CH3:29])=[CH:24][CH:23]=4)[CH:20]([CH3:21])[C:14]3=[CH:13][N:12]=2)[CH:7]=[CH:8][CH:9]=1.C(N(CC)CC)C.[CH3:46][S:47](Cl)(=[O:49])=[O:48]. (7) The reactants are: [CH3:1][O:2][C:3](=[O:23])[C:4]1[CH:9]=[CH:8][C:7]([C:10]([C:12]2[C:13]3[CH2:22][CH2:21][CH2:20][CH2:19][CH2:18][C:14]=3[S:15][C:16]=2[NH2:17])=O)=[CH:6][CH:5]=1.[CH:24]1([C:27](=[O:32])[CH2:28][C:29](=O)[CH3:30])[CH2:26][CH2:25]1. Given the product [CH3:1][O:2][C:3](=[O:23])[C:4]1[CH:9]=[CH:8][C:7]([C:10]2[C:12]3[C:13]4[CH2:22][CH2:21][CH2:20][CH2:19][CH2:18][C:14]=4[S:15][C:16]=3[N:17]=[C:29]([CH3:30])[C:28]=2[C:27]([CH:24]2[CH2:26][CH2:25]2)=[O:32])=[CH:6][CH:5]=1, predict the reactants needed to synthesize it. (8) The reactants are: C(OC([N:8]1[CH2:12][CH2:11][CH:10]([N:13]([CH2:17][C:18]2[CH:23]=[CH:22][C:21]([Cl:24])=[CH:20][CH:19]=2)[CH2:14][CH2:15][OH:16])[CH2:9]1)=O)(C)(C)C.FC(F)(F)C(O)=O. Given the product [Cl:24][C:21]1[CH:20]=[CH:19][C:18]([CH2:17][N:13]([CH:10]2[CH2:11][CH2:12][NH:8][CH2:9]2)[CH2:14][CH2:15][OH:16])=[CH:23][CH:22]=1, predict the reactants needed to synthesize it.